From a dataset of Experimentally validated miRNA-target interactions with 360,000+ pairs, plus equal number of negative samples. Binary Classification. Given a miRNA mature sequence and a target amino acid sequence, predict their likelihood of interaction. (1) The miRNA is hsa-miR-623 with sequence AUCCCUUGCAGGGGCUGUUGGGU. The protein sequence of the target gene is MTESSMKKLASTLLDAITDKDPLVQEQVCSALCSLGEARPVETLRACEEYLRQHDKLAHPYRAAVLRAMERVLSSRASELDKDTASTIILLASSEMTKTKDLVWDWQQAASGVLVAVGRQFISKVMEELLRRLHPGTLPHCAVLHTLASLSVANAFGVVPFLPSVLSSLLPVLGVAKQDTVRVAFCSALQRFSEGALEYLANLDRAPDPTVRKDAFATDIFSAYDVLFHQWLQSREAKLRLAVVEALGPMSHLLPSERLEEQLPKLLPGILALYKKHAETFYLSKSLGQILEAAVSVGSR.... Result: 0 (no interaction). (2) The miRNA is mmu-miR-669f-3p with sequence CAUAUACAUACACACACACGUAU. The protein sequence of the target gene is MFQPAGHGQDWAMEGPRDGLKKERLVDDRHDSGLDSMKDEEYEQMVKELREIRLQPQEAPLAAEPWKQQLTEDGDSFLHLAIIHEEKPLTMEVIGQVKGDLAFLNFQNNLQQTPLHLAVITNQPGIAEALLKAGCDPELRDFRGNTPLHLACEQGCLASVAVLTQTCTPQHLHSVLQATNYNGHTCLHLASIHGYLAIVEHLVTLGADVNAQEPCNGRTALHLAVDLQNPDLVSLLLKCGADVNRVTYQGYSPYQLTWGRPSTRIQQQLGQLTLENLQMLPESEDEESYDTESEFTEDEL.... Result: 1 (interaction). (3) The miRNA is hsa-miR-6511b-5p with sequence CUGCAGGCAGAAGUGGGGCUGACA. The protein sequence of the target gene is MAWQVSLLELEDRLQCPICLEVFKESLMLQCGHSYCKGCLVSLSYHLDTKVRCPMCWQVVDGSSSLPNVSLAWVIEALRLPGDPEPKVCVHHRNPLSLFCEKDQELICGLCGLLGSHQHHPVTPVSTVCSRMKEELAALFSELKQEQKKVDELIAKLVKNRTRIVNESDVFSWVIRREFQELRHPVDEEKARCLEGIGGHTRGLVASLDMQLEQAQGTRERLAQAECVLEQFGNEDHHEFIWKFHSMASR. Result: 1 (interaction). (4) The miRNA is hsa-miR-3138 with sequence UGUGGACAGUGAGGUAGAGGGAGU. The protein sequence of the target gene is MMNKLYIGNLSPAVTADDLRQLFGDRKLPLAGQVLLKSGYAFVDYPDQNWAIRAIETLSGKVELHGKIMEVDYSVSKKLRSRKIQIRNIPPHLQWEVLDGLLAQYGTVENVEQVNTDTETAVVNVTYATREEAKIAMEKLSGHQFENYSFKISYIPDEEVSSPSPPQRAQRGDHSSREQGHAPGGTSQARQIDFPLRILVPTQFVGAIIGKEGLTIKNITKQTQSRVDIHRKENSGAAEKPVTIHATPEGTSEACRMILEIMQKEADETKLAEEIPLKILAHNGLVGRLIGKEGRNLKKI.... Result: 0 (no interaction). (5) The miRNA is hsa-miR-4756-5p with sequence CAGGGAGGCGCUCACUCUCUGCU. The protein sequence of the target gene is MPTALCPRVLAPKESEEPRKMRSPPGENPSPQGELPSPESSRRLFRRFRYQEAAGPREALQRLWDLCGGWLRPERHTKEQILELLVLEQFLAILPREIQSWVRAQEPESGEQAVAAVEALEREPGRPWQWLKHCEDPVVIDDGDSPLDQEQEQLPVEPHSDLAKNQDAQPITLAQCLGLPSRPPSQLSGDPVLQDAFLLQEENVRDTQQVTTLQLPPSRVSPFKDMILCFSEEDWSLLDPAQTGFYGEFIIGEDYGVSMPPNDLAAQPDLSQGEENEPRVPELQDLQGKEVPQVSYLDSP.... Result: 1 (interaction). (6) The miRNA is hsa-miR-185-5p with sequence UGGAGAGAAAGGCAGUUCCUGA. The protein sequence of the target gene is MSNTQAERSIIGMIDMFHKYTRRDDKIEKPSLLTMMKENFPNFLSACDKKGTNYLADVFEKKDKNEDKKIDFSEFLSLLGDIATDYHKQSHGAAPCSGGSQ. Result: 0 (no interaction).